Dataset: Forward reaction prediction with 1.9M reactions from USPTO patents (1976-2016). Task: Predict the product of the given reaction. (1) Given the reactants C(N(CC)CC)C.[O:8]=[C:9]1[N:15]([CH:16]2[CH2:21][CH2:20][N:19]([C:22]([O:24][C@@H:25]([C:39](O)=[O:40])[CH2:26][C:27]3[CH:32]=[C:31]([C:33]([F:36])([F:35])[F:34])[C:30]([NH2:37])=[C:29]([Cl:38])[CH:28]=3)=[O:23])[CH2:18][CH2:17]2)[CH2:14][CH2:13][C:12]2[CH:42]=[CH:43][CH:44]=[CH:45][C:11]=2[NH:10]1.[CH2:46]([O:48][C:49](=[O:64])[CH2:50][N:51]1[CH2:56][CH2:55][N:54]([C:57]2([CH3:63])[CH2:62][CH2:61][NH:60][CH2:59][CH2:58]2)[CH2:53][CH2:52]1)[CH3:47].CN(C(ON1N=NC2C=CC=CC1=2)=[N+](C)C)C.[B-](F)(F)(F)F, predict the reaction product. The product is: [O:8]=[C:9]1[N:15]([CH:16]2[CH2:17][CH2:18][N:19]([C:22]([O:24][C@H:25]([CH2:26][C:27]3[CH:32]=[C:31]([C:33]([F:35])([F:34])[F:36])[C:30]([NH2:37])=[C:29]([Cl:38])[CH:28]=3)[C:39]([N:60]3[CH2:61][CH2:62][C:57]([N:54]4[CH2:53][CH2:52][N:51]([CH2:50][C:49]([O:48][CH2:46][CH3:47])=[O:64])[CH2:56][CH2:55]4)([CH3:63])[CH2:58][CH2:59]3)=[O:40])=[O:23])[CH2:20][CH2:21]2)[CH2:14][CH2:13][C:12]2[CH:42]=[CH:43][CH:44]=[CH:45][C:11]=2[NH:10]1. (2) Given the reactants N[C:2]1[C:7]([F:8])=[CH:6][N:5]=[C:4](O)[N:3]=1.C/[C:11](/[O:17][Si](C)(C)C)=[N:12]\[Si](C)(C)C.[C:22]1([CH2:28][S:29](Cl)(=[O:31])=[O:30])[CH:27]=[CH:26][CH:25]=[CH:24][CH:23]=1.[C:33](#N)C, predict the reaction product. The product is: [F:8][C:7]1[C:6]([N:5]([CH3:4])[S:29]([CH2:28][C:22]2[CH:27]=[CH:26][CH:25]=[CH:24][CH:23]=2)(=[O:31])=[O:30])=[N:12][C:11](=[O:17])[N:3]([CH3:33])[CH:2]=1. (3) Given the reactants F[C:2]1[CH:9]=[CH:8][CH:7]=[CH:6][C:3]=1[CH:4]=[O:5].[C:10]([O:14][C:15]([N:17]1[CH2:20][CH:19]([CH2:21][OH:22])[CH2:18]1)=[O:16])([CH3:13])([CH3:12])[CH3:11].C([O-])([O-])=O.[K+].[K+], predict the reaction product. The product is: [C:10]([O:14][C:15]([N:17]1[CH2:20][CH:19]([CH2:21][O:22][C:2]2[CH:9]=[CH:8][CH:7]=[CH:6][C:3]=2[CH:4]=[O:5])[CH2:18]1)=[O:16])([CH3:13])([CH3:12])[CH3:11].